Dataset: Full USPTO retrosynthesis dataset with 1.9M reactions from patents (1976-2016). Task: Predict the reactants needed to synthesize the given product. (1) Given the product [NH:8]1[CH2:13][CH2:12][CH2:11][CH:10]([O:14][C:22]2[CH:21]=[C:20]3[C:25](=[CH:24][CH:23]=2)[C:16]([NH2:15])=[N:17][CH:18]=[CH:19]3)[CH2:9]1, predict the reactants needed to synthesize it. The reactants are: C(OC([N:8]1[CH2:13][CH2:12][CH2:11][CH:10]([OH:14])[CH2:9]1)=O)(C)(C)C.[NH2:15][C:16]1[C:25]2[C:20](=[CH:21][C:22](O)=[CH:23][CH:24]=2)[CH:19]=[CH:18][N:17]=1. (2) The reactants are: [Cl:1][C:2]1[CH:3]=[N:4][CH:5]=[C:6]([Cl:20])[C:7]=1[CH2:8][NH:9][C:10]1[CH:15]=[CH:14][C:13]([O:16][CH3:17])=[C:12]([O:18][CH3:19])[CH:11]=1.[S:21]1[CH:25]=[CH:24][C:23]([CH:26]=O)=[CH:22]1.[BH3-]C#N.[Na+].CC(O)=O. Given the product [Cl:20][C:6]1[CH:5]=[N:4][CH:3]=[C:2]([Cl:1])[C:7]=1[CH2:8][N:9]([C:10]1[CH:15]=[CH:14][C:13]([O:16][CH3:17])=[C:12]([O:18][CH3:19])[CH:11]=1)[CH2:26][C:23]1[CH:24]=[CH:25][S:21][CH:22]=1, predict the reactants needed to synthesize it. (3) Given the product [CH:17]1(/[C:20](/[C:22]2[CH:27]=[CH:26][N:25]=[C:24]([O:28][CH2:29][CH:30]3[CH2:35][CH2:34][N:33]([C:36]([O:38][C:39]([CH3:42])([CH3:41])[CH3:40])=[O:37])[CH2:32][CH2:31]3)[CH:23]=2)=[CH:9]\[C:10]([O:12][CH2:13][CH3:14])=[O:11])[CH2:19][CH2:18]1, predict the reactants needed to synthesize it. The reactants are: C(OP([CH2:9][C:10]([O:12][CH2:13][CH3:14])=[O:11])(OCC)=O)C.[H-].[Na+].[CH:17]1([C:20]([C:22]2[CH:27]=[CH:26][N:25]=[C:24]([O:28][CH2:29][CH:30]3[CH2:35][CH2:34][N:33]([C:36]([O:38][C:39]([CH3:42])([CH3:41])[CH3:40])=[O:37])[CH2:32][CH2:31]3)[CH:23]=2)=O)[CH2:19][CH2:18]1.[Cl-].[NH4+]. (4) Given the product [NH2:1][C:2]1[C:11]2[N:12]=[C:13]([CH2:22][CH3:23])[N:14]([CH2:15][CH:16]3[CH2:17][CH2:18][O:19][CH2:20][CH2:21]3)[C:10]=2[C:9]2[CH:8]=[CH:7][C:6]([CH2:24][CH2:25][C:26]([O:28][CH2:29][CH3:30])=[O:27])=[CH:5][C:4]=2[N:3]=1, predict the reactants needed to synthesize it. The reactants are: [NH2:1][C:2]1[C:11]2[N:12]=[C:13]([CH2:22][CH3:23])[N:14]([CH2:15][CH:16]3[CH2:21][CH2:20][O:19][CH2:18][CH2:17]3)[C:10]=2[C:9]2[CH:8]=[CH:7][C:6](/[CH:24]=[CH:25]/[C:26]([O:28][CH2:29][CH3:30])=[O:27])=[CH:5][C:4]=2[N:3]=1. (5) Given the product [C:25]([O:22][CH2:21][C:11]1[N:10]([CH2:9][C:8]2[CH:23]=[CH:24][C:5]([C:1]([CH3:4])([CH3:2])[CH3:3])=[CH:6][CH:7]=2)[C:18]2[C:13]([CH:12]=1)=[CH:14][C:15]([O:19][CH3:20])=[CH:16][CH:17]=2)(=[O:27])[CH3:26], predict the reactants needed to synthesize it. The reactants are: [C:1]([C:5]1[CH:24]=[CH:23][C:8]([CH2:9][N:10]2[C:18]3[C:13](=[CH:14][C:15]([O:19][CH3:20])=[CH:16][CH:17]=3)[CH:12]=[C:11]2[CH2:21][OH:22])=[CH:7][CH:6]=1)([CH3:4])([CH3:3])[CH3:2].[C:25](Cl)(=[O:27])[CH3:26]. (6) Given the product [C:1]([NH:4][N:5]1[C:6]2[CH:11]=[CH:10][C:9]([O:12][CH:13]([F:15])[F:14])=[CH:8][C:7]=2[N:16]=[C:25]1[SH:26])(=[O:3])[CH3:2], predict the reactants needed to synthesize it. The reactants are: [C:1]([NH:4][NH:5][C:6]1[CH:11]=[CH:10][C:9]([O:12][CH:13]([F:15])[F:14])=[CH:8][C:7]=1[N+:16]([O-])=O)(=[O:3])[CH3:2].C(O)C.[OH-].[K+].Cl.[C:25](=S)=[S:26].